This data is from Reaction yield outcomes from USPTO patents with 853,638 reactions. The task is: Predict the reaction yield, written as a fraction of the theoretical maximum amount of product (1.0 means a 100% yield; for example, 0.34 means a 34% yield). (1) The reactants are [C:1]1([C:7]2[CH:15]=[C:10]3[N:11]=[CH:12][CH:13]=[CH:14][N:9]3[N:8]=2)[CH:6]=[CH:5][CH:4]=[CH:3][CH:2]=1.O[CH2:17][N:18]1[CH2:22][CH:21]([CH2:23][CH2:24][CH3:25])[CH2:20][C:19]1=[O:26]. The catalyst is FC(F)(F)C(O)=O. The product is [C:1]1([C:7]2[C:15]([CH2:17][N:18]3[CH2:22][CH:21]([CH2:23][CH2:24][CH3:25])[CH2:20][C:19]3=[O:26])=[C:10]3[N:11]=[CH:12][CH:13]=[CH:14][N:9]3[N:8]=2)[CH:2]=[CH:3][CH:4]=[CH:5][CH:6]=1. The yield is 0.240. (2) The product is [SH:1][C:2]1[CH:3]=[C:4]([CH2:8][C:9]([O:11][CH3:17])=[O:10])[CH:5]=[CH:6][CH:7]=1. The reactants are [SH:1][C:2]1[CH:3]=[C:4]([CH2:8][C:9]([OH:11])=[O:10])[CH:5]=[CH:6][CH:7]=1.S(=O)(=O)(O)O.[CH3:17]O. The yield is 0.500. No catalyst specified.